Predict the product of the given reaction. From a dataset of Forward reaction prediction with 1.9M reactions from USPTO patents (1976-2016). (1) Given the reactants [CH2:1]([C:9]1[N:13]=[C:12]([C:14]2[CH:21]=[CH:20][C:17]([CH:18]=O)=[CH:16][CH:15]=2)[O:11][N:10]=1)[CH2:2][CH2:3][CH2:4][CH2:5][CH2:6][CH2:7][CH3:8].[F:22][C:23]1[CH:28]=[CH:27][CH:26]=[CH:25][C:24]=1[CH2:29][CH2:30][NH2:31], predict the reaction product. The product is: [F:22][C:23]1[CH:28]=[CH:27][CH:26]=[CH:25][C:24]=1[CH2:29][CH2:30][NH:31][CH2:18][C:17]1[CH:20]=[CH:21][C:14]([C:12]2[O:11][N:10]=[C:9]([CH2:1][CH2:2][CH2:3][CH2:4][CH2:5][CH2:6][CH2:7][CH3:8])[N:13]=2)=[CH:15][CH:16]=1. (2) Given the reactants [NH2:1][C:2]1[C:10]([N+:11]([O-:13])=[O:12])=[CH:9][CH:8]=[C:7](F)[C:3]=1[C:4]([OH:6])=[O:5].[CH3:15][O-:16].[Na+], predict the reaction product. The product is: [NH2:1][C:2]1[C:10]([N+:11]([O-:13])=[O:12])=[CH:9][CH:8]=[C:7]([O:16][CH3:15])[C:3]=1[C:4]([OH:6])=[O:5]. (3) The product is: [CH2:1]([NH:5][C:6]1[N:14]=[C:13]2[C:9]([N:10]=[C:11]([O:24][CH3:25])[N:12]2[CH2:15][CH2:16][CH2:17][CH2:18][CH:23]2[CH2:22][CH2:60][O:59][CH2:58][CH2:57]2)=[C:8]([NH2:26])[N:7]=1)[CH2:2][CH2:3][CH3:4]. Given the reactants [CH2:1]([NH:5][C:6]1[N:14]=[C:13]2[C:9]([N:10]=[C:11]([O:24][CH3:25])[N:12]2[CH2:15][CH2:16][CH2:17][CH:18]2[CH2:23][CH2:22]OCC2)=[C:8]([NH2:26])[N:7]=1)[CH2:2][CH2:3][CH3:4].FC(F)(F)C(O)=O.C(NC1NC2C(N=C(OC)N=2)=C(N)N=1)CCC.BrCCCCC1C[CH2:60][O:59][CH2:58][CH2:57]1, predict the reaction product. (4) Given the reactants [NH2:1][CH2:2][C@@H:3]1[C@H:7]([F:8])[CH2:6][N:5]([C:9]([O:11][CH2:12][C:13]2[CH:18]=[CH:17][CH:16]=[CH:15][CH:14]=2)=[O:10])[CH2:4]1.[CH:19](=O)[C:20]1[CH:25]=[CH:24][CH:23]=[CH:22][CH:21]=1.Cl.[OH-].[Na+], predict the reaction product. The product is: [CH2:19]([NH:1][CH2:2][C@@H:3]1[C@H:7]([F:8])[CH2:6][N:5]([C:9]([O:11][CH2:12][C:13]2[CH:18]=[CH:17][CH:16]=[CH:15][CH:14]=2)=[O:10])[CH2:4]1)[C:20]1[CH:25]=[CH:24][CH:23]=[CH:22][CH:21]=1. (5) Given the reactants [Br:1][C:2]1[CH:3]=[C:4]([NH2:8])[CH:5]=[CH:6][CH:7]=1.CCN(C(C)C)C(C)C.[C:18](Cl)(=[O:20])[CH3:19], predict the reaction product. The product is: [Br:1][C:2]1[CH:3]=[C:4]([NH:8][C:18](=[O:20])[CH3:19])[CH:5]=[CH:6][CH:7]=1. (6) Given the reactants [CH2:1]([O:3][C:4](=[O:22])[C:5]([CH3:21])=[CH:6][C:7]1[N:11]([CH:12]2[CH2:14][CH2:13]2)[C:10]([C:15]2[CH:20]=[CH:19][N:18]=[CH:17][CH:16]=2)=[N:9][N:8]=1)[CH3:2], predict the reaction product. The product is: [CH2:1]([O:3][C:4](=[O:22])[CH:5]([CH3:21])[CH2:6][C:7]1[N:11]([CH:12]2[CH2:14][CH2:13]2)[C:10]([C:15]2[CH:16]=[CH:17][N:18]=[CH:19][CH:20]=2)=[N:9][N:8]=1)[CH3:2].